Dataset: Reaction yield outcomes from USPTO patents with 853,638 reactions. Task: Predict the reaction yield, written as a fraction of the theoretical maximum amount of product (1.0 means a 100% yield; for example, 0.34 means a 34% yield). (1) The reactants are [C:1]([C:5]1[CH:9]=[C:8]([NH:10][C:11](=[O:18])OCC(Cl)(Cl)Cl)[N:7]([C:19]2[CH:24]=[CH:23][C:22]([CH3:25])=[CH:21][CH:20]=2)[N:6]=1)([CH3:4])([CH3:3])[CH3:2].[NH2:26][CH2:27][C:28]1[CH:46]=[C:45]([F:47])[CH:44]=[CH:43][C:29]=1[O:30][C:31]1[CH:32]=[C:33]2[C:37](=[CH:38][CH:39]=1)[N:36]([CH2:40][CH2:41][OH:42])[N:35]=[CH:34]2.C([N:50](CC)CC)C. The catalyst is CC(N(C)C)=O. The product is [C:1]([C:5]1[CH:9]=[C:8]([NH:10][C:11]([NH:26][CH2:27][C:28]2[CH:46]=[C:45]([F:47])[CH:44]=[CH:43][C:29]=2[O:30][C:31]2[CH:32]=[C:33]3[C:37](=[CH:38][CH:39]=2)[N:36]([CH2:40][CH2:41][OH:42])[N:35]=[CH:34]3)=[O:18])[N:7]([C:19]2[CH:20]=[CH:21][C:22]([C:25]#[N:50])=[CH:23][CH:24]=2)[N:6]=1)([CH3:2])([CH3:3])[CH3:4]. The yield is 0.326. (2) The reactants are [N+:1]([C:4]1[CH:8]=[CH:7][N:6]([S:9]([C:12]2[CH:17]=[CH:16][CH:15]=[CH:14][CH:13]=2)(=[O:11])=[O:10])[CH:5]=1)([O-])=O.[Sn].[C:19](O[C:19](=[O:26])[C:20]1[CH:25]=[CH:24][CH:23]=[CH:22][CH:21]=1)(=[O:26])[C:20]1[CH:25]=[CH:24][CH:23]=[CH:22][CH:21]=1.ClC(Cl)C. The catalyst is C(O)(=O)C. The product is [C:12]1([S:9]([N:6]2[CH:7]=[CH:8][C:4]([NH:1][C:19](=[O:26])[C:20]3[CH:25]=[CH:24][CH:23]=[CH:22][CH:21]=3)=[CH:5]2)(=[O:11])=[O:10])[CH:17]=[CH:16][CH:15]=[CH:14][CH:13]=1. The yield is 0.0400. (3) The reactants are C(C1NC=CN=1)(C1[NH:4]C=CN=1)=O.[C:13]([N:20]1[CH2:28][CH2:27][CH2:26][C@H:22]([C:23](O)=[O:24])[CH2:21]1)([O:15][C:16]([CH3:19])([CH3:18])[CH3:17])=[O:14].[NH4+].[OH-]. The catalyst is C(#N)C. The product is [C:16]([O:15][C:13]([N:20]1[CH2:28][CH2:27][CH2:26][C@H:22]([C:23](=[O:24])[NH2:4])[CH2:21]1)=[O:14])([CH3:19])([CH3:18])[CH3:17]. The yield is 1.00. (4) The yield is 0.610. The product is [C:25]([O:28][CH:29]1[O:31][C@H:14]([CH2:16][Cl:17])[C@@H:9]([O:10][C:11](=[O:13])[CH3:12])[C@H:30]1[O:21][C:22](=[O:39])[CH3:24])(=[O:27])[CH3:26]. The reactants are COC1O[C@H:14]([CH2:16][Cl:17])[C@@H:9]([O:10][C:11](=[O:13])[CH3:12])[C@H]1OC(=O)C.C([O:21][CH:22]([CH3:24])C)(C)C.[C:25]([O:28][C:29](=[O:31])[CH3:30])(=[O:27])[CH3:26].N1C=CC=CC=1.S(=O)(=O)(O)[OH:39]. The catalyst is C(=O)(O)[O-].[Na+]. (5) The reactants are [Cl:1][C:2]1[C:3]([C:11]2[CH:12]=[N:13][C:14]([C:17]3[NH:21][C:20]4[CH:22]=[C:23]([N:26]5[CH2:31][CH2:30][O:29][CH2:28][CH2:27]5)[CH:24]=[CH:25][C:19]=4[N:18]=3)=[CH:15][CH:16]=2)=[N:4][CH:5]=[C:6]([C:8](O)=[O:9])[CH:7]=1.[CH2:32]([NH2:34])[CH3:33]. The catalyst is O1CCCC1.CN(C)C=O. The product is [CH2:32]([NH:34][C:8]([C:6]1[CH:7]=[C:2]([Cl:1])[C:3]([C:11]2[CH:12]=[N:13][C:14]([C:17]3[NH:21][C:20]4[CH:22]=[C:23]([N:26]5[CH2:27][CH2:28][O:29][CH2:30][CH2:31]5)[CH:24]=[CH:25][C:19]=4[N:18]=3)=[CH:15][CH:16]=2)=[N:4][CH:5]=1)=[O:9])[CH3:33]. The yield is 0.680.